This data is from Full USPTO retrosynthesis dataset with 1.9M reactions from patents (1976-2016). The task is: Predict the reactants needed to synthesize the given product. (1) Given the product [NH2:1][C:2]1[O:15][C:14]2[C:13]3[C:8](=[CH:9][CH:10]=[C:11]([NH:16][C:33]([NH:32][CH2:30][CH3:31])=[O:34])[N:12]=3)[CH:7]=[CH:6][C:5]=2[CH:4]([C:17]2[CH:22]=[C:21]([O:23][CH3:24])[C:20]([O:25][CH3:26])=[C:19]([Br:27])[CH:18]=2)[C:3]=1[C:28]#[N:29], predict the reactants needed to synthesize it. The reactants are: [NH2:1][C:2]1[O:15][C:14]2[C:13]3[C:8](=[CH:9][CH:10]=[C:11]([NH2:16])[N:12]=3)[CH:7]=[CH:6][C:5]=2[CH:4]([C:17]2[CH:22]=[C:21]([O:23][CH3:24])[C:20]([O:25][CH3:26])=[C:19]([Br:27])[CH:18]=2)[C:3]=1[C:28]#[N:29].[CH2:30]([N:32]=[C:33]=[O:34])[CH3:31]. (2) Given the product [CH3:7][NH:6][CH2:10][CH2:9][N:6]1[CH:10]=[CH:9][N:8]=[CH:7]1, predict the reactants needed to synthesize it. The reactants are: S([O-])(=O)(=O)C.[NH:6]1[CH:10]=[CH:9][N:8]=[CH:7]1.[Li+].C[Si]([N-][Si](C)(C)C)(C)C.